This data is from Full USPTO retrosynthesis dataset with 1.9M reactions from patents (1976-2016). The task is: Predict the reactants needed to synthesize the given product. (1) Given the product [C:25]([O:24][CH:21]1[CH2:22][CH2:23][CH:18]([C:16](=[O:17])[CH2:15][CH:4]2[C:3]3[C:7](=[C:8]([F:11])[CH:9]=[CH:10][C:2]=3[F:1])[C:6]3=[CH:12][N:13]=[CH:14][N:5]23)[CH2:19][CH2:20]1)(=[O:27])[CH3:26], predict the reactants needed to synthesize it. The reactants are: [F:1][C:2]1[CH:10]=[CH:9][C:8]([F:11])=[C:7]2[C:3]=1[CH:4]([CH2:15][C:16]([CH:18]1[CH2:23][CH2:22][CH:21]([OH:24])[CH2:20][CH2:19]1)=[O:17])[N:5]1[CH:14]=[N:13][CH:12]=[C:6]12.[C:25](OC(=O)C)(=[O:27])[CH3:26]. (2) Given the product [C:9]([C:13]1[CH:20]=[C:19]([C:21]([CH3:24])([CH3:23])[CH3:22])[CH:18]=[C:15]([CH2:16][NH:1][CH:2]2[CH2:7][CH2:6][CH2:5][CH2:4][CH:3]2[NH:8][CH2:16][C:15]2[C:18](=[C:19]([C:21]([CH3:24])([CH3:23])[CH3:22])[CH:20]=[C:13]([C:9]([CH3:11])([CH3:10])[CH3:12])[CH:14]=2)[OH:26])[C:14]=1[OH:25])([CH3:12])([CH3:11])[CH3:10], predict the reactants needed to synthesize it. The reactants are: [NH2:1][C@@H:2]1[CH2:7][CH2:6][CH2:5][CH2:4][C@H:3]1[NH2:8].[C:9]([C:13]1[CH:20]=[C:19]([C:21]([CH3:24])([CH3:23])[CH3:22])[CH:18]=[C:15]([CH:16]=O)[C:14]=1[OH:25])([CH3:12])([CH3:11])[CH3:10].[OH2:26]. (3) The reactants are: Cl[C:2]1[N:7]=[C:6]([CH3:8])[C:5]([N+:9]([O-:11])=[O:10])=[CH:4][CH:3]=1.[CH3:12][NH:13][CH2:14][CH3:15]. Given the product [CH2:14]([N:13]([CH3:12])[C:2]1[CH:3]=[CH:4][C:5]([N+:9]([O-:11])=[O:10])=[C:6]([CH3:8])[N:7]=1)[CH3:15], predict the reactants needed to synthesize it. (4) Given the product [C:1]([O:5][C:6]1[CH:11]=[CH:10][C:9]([C@H:12]([C:14]2[C:15]([CH:35]([CH3:37])[CH3:36])=[N:16][C:17]3[CH2:18][C:19]([CH3:34])([CH3:33])[CH2:20][C@H:21]([O:25][Si:26]([C:29]([CH3:32])([CH3:31])[CH3:30])([CH3:28])[CH3:27])[C:22]=3[C:23]=2[C:41]2[CH2:42][CH2:43][O:38][CH2:39][CH:40]=2)[OH:13])=[CH:8][CH:7]=1)([CH3:4])([CH3:3])[CH3:2], predict the reactants needed to synthesize it. The reactants are: [C:1]([O:5][C:6]1[CH:11]=[CH:10][C:9]([C@H:12]([C:14]2[C:15]([CH:35]([CH3:37])[CH3:36])=[N:16][C:17]3[CH2:18][C:19]([CH3:34])([CH3:33])[CH2:20][C@H:21]([O:25][Si:26]([C:29]([CH3:32])([CH3:31])[CH3:30])([CH3:28])[CH3:27])[C:22]=3[C:23]=2I)[OH:13])=[CH:8][CH:7]=1)([CH3:4])([CH3:3])[CH3:2].[O:38]1[CH2:43][CH:42]=[C:41](B2OC(C)(C)C(C)(C)O2)[CH2:40][CH2:39]1.C(=O)([O-])[O-].[Cs+].[Cs+].[F-].[Cs+]. (5) Given the product [Cl:11][C:12]1[CH:13]=[CH:14][C:15]([C:18]2[NH:1][C:2]3[N:6]([N:5]=[C:4]([O:7][CH3:8])[C:3]=3[C:9]#[N:10])[C:20](=[O:21])[CH:19]=2)=[CH:16][CH:17]=1, predict the reactants needed to synthesize it. The reactants are: [NH2:1][C:2]1[NH:6][N:5]=[C:4]([O:7][CH3:8])[C:3]=1[C:9]#[N:10].[Cl:11][C:12]1[CH:17]=[CH:16][C:15]([C:18](=O)[CH2:19][C:20](OC)=[O:21])=[CH:14][CH:13]=1. (6) The reactants are: [NH2:1][C:2]1[CH:7]=[C:6](Cl)[N:5]=[C:4]([CH3:9])[N:3]=1.[F:10][C:11]1[C:16](B(O)O)=[CH:15][CH:14]=[CH:13][N:12]=1.CC(N)CC1C=CC=CC=1.OP(O)(O)=O.C([O-])(=O)C.[K+]. Given the product [F:10][C:11]1[C:16]([C:6]2[N:5]=[C:4]([CH3:9])[N:3]=[C:2]([NH2:1])[CH:7]=2)=[CH:15][CH:14]=[CH:13][N:12]=1, predict the reactants needed to synthesize it.